From a dataset of Full USPTO retrosynthesis dataset with 1.9M reactions from patents (1976-2016). Predict the reactants needed to synthesize the given product. (1) Given the product [CH3:17][C:16]1[O:15][N:14]=[C:13]([C:18]2[CH:19]=[CH:20][CH:21]=[CH:22][CH:23]=2)[C:12]=1/[CH:11]=[CH:10]/[C:7]1[CH:8]=[CH:9][C:4]([C:3]([NH:25][CH:26]2[CH2:31][CH2:30][O:29][CH2:28][CH2:27]2)=[O:24])=[CH:5][N:6]=1, predict the reactants needed to synthesize it. The reactants are: CO[C:3](=[O:24])[C:4]1[CH:9]=[CH:8][C:7](/[CH:10]=[CH:11]/[C:12]2[C:13]([C:18]3[CH:23]=[CH:22][CH:21]=[CH:20][CH:19]=3)=[N:14][O:15][C:16]=2[CH3:17])=[N:6][CH:5]=1.[NH2:25][CH:26]1[CH2:31][CH2:30][O:29][CH2:28][CH2:27]1. (2) Given the product [CH2:18]([O:17][C:15]([N:12]1[CH2:13][CH2:14][CH:9]([C:4]2[CH:5]=[CH:6][C:7]([CH3:8])=[C:2]([F:1])[CH:3]=2)[CH:10]([C:25]([OH:27])=[O:26])[CH2:11]1)=[O:16])[C:19]1[CH:24]=[CH:23][CH:22]=[CH:21][CH:20]=1, predict the reactants needed to synthesize it. The reactants are: [F:1][C:2]1[CH:3]=[C:4]([CH:9]2[CH2:14][CH2:13][N:12]([C:15]([O:17][CH2:18][C:19]3[CH:24]=[CH:23][CH:22]=[CH:21][CH:20]=3)=[O:16])[CH2:11][CH:10]2[C:25]([O:27]C)=[O:26])[CH:5]=[CH:6][C:7]=1[CH3:8].[Li+].[OH-].C(O)(=O)C. (3) Given the product [CH3:1][N:2]1[CH:6]=[C:5]([CH2:7][CH2:8][C:9]2[NH:13][N:12]=[C:11]([NH:14][C:16]3[CH:21]=[CH:20][N:19]=[C:18]([NH:22][CH2:23][C:24]4[O:28][N:27]=[C:26]([CH3:29])[CH:25]=4)[N:17]=3)[CH:10]=2)[N:4]=[CH:3]1, predict the reactants needed to synthesize it. The reactants are: [CH3:1][N:2]1[CH:6]=[C:5]([CH2:7][CH2:8][C:9]2[NH:13][N:12]=[C:11]([NH2:14])[CH:10]=2)[N:4]=[CH:3]1.Cl[C:16]1[CH:21]=[CH:20][N:19]=[C:18]([NH:22][CH2:23][C:24]2[O:28][N:27]=[C:26]([CH3:29])[CH:25]=2)[N:17]=1. (4) Given the product [C:12]([O:11][C:9]([N:16]1[CH2:21][CH2:20][N:19]([C:2]2[CH:7]=[CH:6][C:5]([I:8])=[CH:4][N:3]=2)[CH2:18][CH2:17]1)=[O:10])([CH3:15])([CH3:13])[CH3:14], predict the reactants needed to synthesize it. The reactants are: F[C:2]1[CH:7]=[CH:6][C:5]([I:8])=[CH:4][N:3]=1.[C:9]([N:16]1[CH2:21][CH2:20][NH:19][CH2:18][CH2:17]1)([O:11][C:12]([CH3:15])([CH3:14])[CH3:13])=[O:10]. (5) Given the product [CH2:7]([C:9]1[CH:32]=[CH:31][CH:30]=[C:29]([CH3:33])[C:10]=1[CH2:11][NH:12][C:13]1[C:14]2[N:15]([C:24]([CH3:28])=[C:25]([CH3:27])[N:26]=2)[CH:16]=[C:17]([CH2:19][OH:20])[N:18]=1)[CH3:8], predict the reactants needed to synthesize it. The reactants are: [H-].[Al+3].[Li+].[H-].[H-].[H-].[CH2:7]([C:9]1[CH:32]=[CH:31][CH:30]=[C:29]([CH3:33])[C:10]=1[CH2:11][NH:12][C:13]1[C:14]2[N:15]([C:24]([CH3:28])=[C:25]([CH3:27])[N:26]=2)[CH:16]=[C:17]([C:19](OCC)=[O:20])[N:18]=1)[CH3:8].[OH-].[Na+].S([O-])([O-])(=O)=O.[Mg+2]. (6) Given the product [CH2:1]([N:3]1[C:7]2[N:8]=[N:9][CH:10]=[C:11]([C:12]3[CH:13]=[C:14]([C:28]4[CH:29]=[CH:30][C:25]([S:22]([CH2:20][CH3:21])(=[O:24])=[O:23])=[CH:26][C:27]=4[O:40][CH3:41])[C:15]([F:18])=[CH:16][CH:17]=3)[C:6]=2[N:5]=[CH:4]1)[CH3:2], predict the reactants needed to synthesize it. The reactants are: [CH2:1]([N:3]1[C:7]2[N:8]=[N:9][CH:10]=[C:11]([C:12]3[CH:17]=[CH:16][C:15]([F:18])=[C:14](I)[CH:13]=3)[C:6]=2[N:5]=[CH:4]1)[CH3:2].[CH2:20]([S:22]([C:25]1[CH:30]=[CH:29][C:28](B2OC(C)(C)C(C)(C)O2)=[C:27]([O:40][CH3:41])[CH:26]=1)(=[O:24])=[O:23])[CH3:21].C(=O)([O-])[O-].[Cs+].[Cs+].